From a dataset of TCR-epitope binding with 47,182 pairs between 192 epitopes and 23,139 TCRs. Binary Classification. Given a T-cell receptor sequence (or CDR3 region) and an epitope sequence, predict whether binding occurs between them. (1) The epitope is SLVKPSFYV. The TCR CDR3 sequence is CASTIDSYGYTF. Result: 0 (the TCR does not bind to the epitope). (2) The epitope is RIFTIGTVTLK. The TCR CDR3 sequence is CASSQDPRTGSYEQYF. Result: 0 (the TCR does not bind to the epitope).